From a dataset of Forward reaction prediction with 1.9M reactions from USPTO patents (1976-2016). Predict the product of the given reaction. Given the reactants [I:1][C:2]1[C:11](=O)[C:10]2[C:5](=[CH:6][C:7]([C:13]3[CH:18]=[CH:17][C:16]([S:19]([CH3:22])(=[O:21])=[O:20])=[CH:15][CH:14]=3)=[CH:8][CH:9]=2)[NH:4][N:3]=1.O=P(Cl)(Cl)[Cl:25], predict the reaction product. The product is: [Cl:25][C:11]1[C:10]2[C:5](=[CH:6][C:7]([C:13]3[CH:18]=[CH:17][C:16]([S:19]([CH3:22])(=[O:21])=[O:20])=[CH:15][CH:14]=3)=[CH:8][CH:9]=2)[N:4]=[N:3][C:2]=1[I:1].